This data is from Full USPTO retrosynthesis dataset with 1.9M reactions from patents (1976-2016). The task is: Predict the reactants needed to synthesize the given product. (1) Given the product [CH3:3][O:4][C:5](=[O:14])[C:6]1[CH:11]=[CH:10][C:9]([O:12][S:22]([C:25]([F:28])([F:27])[F:26])(=[O:24])=[O:23])=[C:8]([Cl:13])[CH:7]=1, predict the reactants needed to synthesize it. The reactants are: [H-].[Na+].[CH3:3][O:4][C:5](=[O:14])[C:6]1[CH:11]=[CH:10][C:9]([OH:12])=[C:8]([Cl:13])[CH:7]=1.C1C=CC(N([S:22]([C:25]([F:28])([F:27])[F:26])(=[O:24])=[O:23])[S:22]([C:25]([F:28])([F:27])[F:26])(=[O:24])=[O:23])=CC=1.CN1CCCN(C)C1=O. (2) Given the product [C:2]([NH:3][CH2:12][CH2:13][CH2:14][S:15]([O:18][CH2:19][C:20]([CH3:35])([CH3:36])[C@@H:21]([O:27][CH2:28][C:29]1[CH:34]=[CH:33][CH:32]=[CH:31][CH:30]=1)[C:22]([O:24][CH2:25][CH3:26])=[O:23])(=[O:17])=[O:16])(=[O:1])[CH3:6], predict the reactants needed to synthesize it. The reactants are: [O:1]=[C:2]1[C:6]2C=CC=CC=2C(=O)[N:3]1[CH2:12][CH2:13][CH2:14][S:15]([O:18][CH2:19][C:20]([CH3:36])([CH3:35])[C@@H:21]([O:27][CH2:28][C:29]1[CH:34]=[CH:33][CH:32]=[CH:31][CH:30]=1)[C:22]([O:24][CH2:25][CH3:26])=[O:23])(=[O:17])=[O:16].C(O)C.NN.C(OC(=O)C)(=O)C. (3) Given the product [ClH:20].[F:1][C:2]1[CH:7]=[C:6]([F:8])[CH:5]=[CH:4][C:3]=1[C@@H:9]1[CH2:13][N:12]([CH2:14][CH3:15])[CH2:11][C@H:10]1[C:16]([OH:18])=[O:17], predict the reactants needed to synthesize it. The reactants are: [F:1][C:2]1[CH:7]=[C:6]([F:8])[CH:5]=[CH:4][C:3]=1[C@@H:9]1[CH2:13][N:12]([CH2:14][CH3:15])[CH2:11][C@H:10]1[C:16]([O:18]C)=[O:17].[ClH:20]. (4) Given the product [NH2:13][C:11]1[S:12][CH:2]=[C:1]([C:4]2[CH:5]=[N:6][CH:7]=[CH:8][CH:9]=2)[N:10]=1, predict the reactants needed to synthesize it. The reactants are: [C:1]([C:4]1[CH:5]=[N:6][CH:7]=[CH:8][CH:9]=1)(=O)[CH3:2].[NH2:10][C:11]([NH2:13])=[S:12].[I-].O. (5) Given the product [I:14][CH2:2][CH2:3][C:4]1[CH:13]=[CH:12][C:7]([C:8]([O:10][CH3:11])=[O:9])=[CH:6][CH:5]=1, predict the reactants needed to synthesize it. The reactants are: Br[CH2:2][CH2:3][C:4]1[CH:13]=[CH:12][C:7]([C:8]([O:10][CH3:11])=[O:9])=[CH:6][CH:5]=1.[I-:14].[Na+]. (6) Given the product [CH3:1][O:2][C:3]1[CH:4]=[C:5]([C:11]2[N:12]=[C:13]([NH:23][CH2:24][CH3:25])[S:14][C:15]=2[C:16]2[CH:21]=[CH:20][N:19]=[C:18]([NH:42][C:39]3[CH:40]=[N:41][C:36]([N:33]4[CH2:34][CH2:35][N:30]([S:27]([CH3:26])(=[O:29])=[O:28])[CH2:31][CH2:32]4)=[CH:37][CH:38]=3)[N:17]=2)[CH:6]=[C:7]([O:9][CH3:10])[CH:8]=1, predict the reactants needed to synthesize it. The reactants are: [CH3:1][O:2][C:3]1[CH:4]=[C:5]([C:11]2[N:12]=[C:13]([NH:23][CH2:24][CH3:25])[S:14][C:15]=2[C:16]2[CH:21]=[CH:20][N:19]=[C:18](Cl)[N:17]=2)[CH:6]=[C:7]([O:9][CH3:10])[CH:8]=1.[CH3:26][S:27]([N:30]1[CH2:35][CH2:34][N:33]([C:36]2[N:41]=[CH:40][C:39]([NH2:42])=[CH:38][CH:37]=2)[CH2:32][CH2:31]1)(=[O:29])=[O:28].CC(O)C.Cl. (7) The reactants are: [CH3:1][O:2][CH2:3][CH2:4][O:5][CH2:6][C:7]([OH:9])=O.ClC(OCC(C)C)=O.[N+:18]([C:21]1[CH:22]=[C:23]([CH:25]=[CH:26][CH:27]=1)[NH2:24])([O-:20])=[O:19].C(=O)(O)[O-].[Na+]. Given the product [CH3:1][O:2][CH2:3][CH2:4][O:5][CH2:6][C:7]([NH:24][C:23]1[CH:25]=[CH:26][CH:27]=[C:21]([N+:18]([O-:20])=[O:19])[CH:22]=1)=[O:9], predict the reactants needed to synthesize it. (8) Given the product [Br:30][C:31]1[CH:32]=[CH:33][C:34]([CH:37]2[CH2:41][CH2:40][N:39]([CH2:16][C:17]([F:20])([F:19])[F:18])[CH2:38]2)=[CH:35][CH:36]=1, predict the reactants needed to synthesize it. The reactants are: C(N(C(C)C)CC)(C)C.FC(F)(F)S(O[CH2:16][C:17]([F:20])([F:19])[F:18])(=O)=O.FC(F)(F)C(O)=O.[Br:30][C:31]1[CH:36]=[CH:35][C:34]([CH:37]2[CH2:41][CH2:40][NH:39][CH2:38]2)=[CH:33][CH:32]=1.